Regression/Classification. Given a drug SMILES string, predict its absorption, distribution, metabolism, or excretion properties. Task type varies by dataset: regression for continuous measurements (e.g., permeability, clearance, half-life) or binary classification for categorical outcomes (e.g., BBB penetration, CYP inhibition). Dataset: cyp3a4_substrate_carbonmangels. From a dataset of CYP3A4 substrate classification data from Carbon-Mangels et al.. The drug is Nc1ccc(S(=O)(=O)Nc2ncccn2)cc1. The result is 1 (substrate).